From a dataset of Forward reaction prediction with 1.9M reactions from USPTO patents (1976-2016). Predict the product of the given reaction. Given the reactants [CH3:1][C:2]1[CH:7]=[CH:6][C:5]([N+:8]([O-:10])=[O:9])=[CH:4][C:3]=1[N:11]1[CH2:16][CH2:15][C:14](=[O:17])[CH2:13][C:12]1=[O:18], predict the reaction product. The product is: [CH3:3][N:11]([CH:16]=[C:13]1[C:14](=[O:17])[CH2:15][CH2:16][N:11]([C:3]2[CH:4]=[C:5]([N+:8]([O-:10])=[O:9])[CH:6]=[CH:7][C:2]=2[CH3:1])[C:12]1=[O:18])[CH3:12].